This data is from Forward reaction prediction with 1.9M reactions from USPTO patents (1976-2016). The task is: Predict the product of the given reaction. Given the reactants C=C[CH2:3][CH:4]([C:8]1[CH:16]=[CH:15][C:11]2[O:12][CH2:13][O:14][C:10]=2[CH:9]=1)[CH2:5][CH:6]=[CH2:7], predict the reaction product. The product is: [CH:4]1([C:8]2[CH:16]=[CH:15][C:11]3[O:12][CH2:13][O:14][C:10]=3[CH:9]=2)[CH2:3][CH:7]=[CH:6][CH2:5]1.